From a dataset of Reaction yield outcomes from USPTO patents with 853,638 reactions. Predict the reaction yield, written as a fraction of the theoretical maximum amount of product (1.0 means a 100% yield; for example, 0.34 means a 34% yield). (1) The reactants are [NH:1]1[C:9]2[C:4](=[CH:5][CH:6]=[CH:7][CH:8]=2)[CH2:3][CH2:2]1.O=[C:11]1[CH2:16][CH2:15][N:14]([C:17]([O:19][C:20]([CH3:23])([CH3:22])[CH3:21])=[O:18])[CH2:13][CH2:12]1.C(O)(=O)C.[BH-](OC(C)=O)(OC(C)=O)OC(C)=O.[Na+].[OH-].[Na+]. The catalyst is ClCCCl. The product is [N:1]1([CH:11]2[CH2:16][CH2:15][N:14]([C:17]([O:19][C:20]([CH3:23])([CH3:22])[CH3:21])=[O:18])[CH2:13][CH2:12]2)[C:9]2[C:4](=[CH:5][CH:6]=[CH:7][CH:8]=2)[CH2:3][CH2:2]1. The yield is 0.990. (2) The reactants are [F:1][C:2]1[CH:7]=[CH:6][CH:5]=[CH:4][C:3]=1[NH:8][C:9]([C:11]1[C:19]2[C:18](=O)[CH2:17][CH2:16][CH2:15][C:14]=2[NH:13][CH:12]=1)=[O:10].N1C=CC=CC=1.Cl.[O:28]([NH2:30])[CH3:29]. The catalyst is CCO. The product is [F:1][C:2]1[CH:7]=[CH:6][CH:5]=[CH:4][C:3]=1[NH:8][C:9]([C:11]1[C:19]2[C:18](=[N:30][O:28][CH3:29])[CH2:17][CH2:16][CH2:15][C:14]=2[NH:13][CH:12]=1)=[O:10]. The yield is 0.720. (3) The reactants are Cl.[NH2:2][C:3]1[CH:11]=[CH:10][CH:9]=[C:5]([C:6]([OH:8])=O)[C:4]=1[C:12]([OH:14])=O.Cl.[NH2:16][C@@H:17]1[CH2:22][NH:21][C:20](=[O:23])[CH2:19][CH2:18]1.C(N(CC)CC)C. The catalyst is CN(C=O)C. The product is [NH2:2][C:3]1[CH:11]=[CH:10][CH:9]=[C:5]2[C:4]=1[C:12](=[O:14])[N:16]([C@H:17]1[CH2:18][CH2:19][C:20](=[O:23])[NH:21][CH2:22]1)[C:6]2=[O:8]. The yield is 0.470. (4) The reactants are [OH:1][CH2:2][CH2:3][NH:4][C:5](=[O:14])[O:6][CH2:7][C:8]1[CH:13]=[CH:12][CH:11]=[CH:10][CH:9]=1.O[N:16]1[C:20](=[O:21])[C:19]2=[CH:22][CH:23]=[CH:24][CH:25]=[C:18]2[C:17]1=[O:26].C1(P(C2C=CC=CC=2)C2C=CC=CC=2)C=CC=CC=1.N(C(OCC)=O)=NC(OCC)=O. The catalyst is O1CCCC1.C(OCC)(=O)C. The product is [CH2:7]([O:6][C:5]([NH:4][CH2:3][CH2:2][O:1][N:16]1[C:17](=[O:26])[C:18]2=[CH:25][CH:24]=[CH:23][CH:22]=[C:19]2[C:20]1=[O:21])=[O:14])[C:8]1[CH:9]=[CH:10][CH:11]=[CH:12][CH:13]=1. The yield is 0.910. (5) The reactants are [CH:1]1([N:4]2[C:13]3[C:8](=[CH:9][C:10]([O:16][CH3:17])=[C:11]([O:14][CH3:15])[CH:12]=3)[C:7](=[O:18])[C:6]([C:19]([OH:21])=[O:20])=[CH:5]2)[CH2:3][CH2:2]1.S(=O)(=O)(O)O.[N+:27]([O-])([O-:29])=[O:28].[K+]. No catalyst specified. The product is [CH:1]1([N:4]2[C:13]3[C:8](=[C:9]([N+:27]([O-:29])=[O:28])[C:10]([O:16][CH3:17])=[C:11]([O:14][CH3:15])[CH:12]=3)[C:7](=[O:18])[C:6]([C:19]([OH:21])=[O:20])=[CH:5]2)[CH2:3][CH2:2]1. The yield is 0.606. (6) The reactants are C[O:2][C:3]([C:5]1[CH:15]=[CH:14][C:8]2[O:9][C:10]([F:13])([F:12])[O:11][C:7]=2[CH:6]=1)=O.[H-].[Al+3].[Li+].[H-].[H-].[H-].O.[OH-].[Na+]. The catalyst is O1CCCC1. The product is [F:13][C:10]1([F:12])[O:9][C:8]2[CH:14]=[CH:15][C:5]([CH2:3][OH:2])=[CH:6][C:7]=2[O:11]1. The yield is 0.760. (7) The reactants are C1(C#C[C:9]2[CH:10]=[C:11]3[C:16](=[CH:17][CH:18]=2)[CH2:15][CH2:14][CH2:13][CH2:12]3)C=CC=CC=1.C([O:22][CH2:23][CH3:24])(=O)C.C[CH2:26][CH2:27][CH2:28][CH2:29][CH2:30][CH3:31].CS(C)=[O:34]. The catalyst is [Pd](Cl)Cl. The product is [C:26]1([C:23](=[O:22])[C:24]([C:18]2[CH:9]=[CH:10][C:11]3[CH2:12][CH2:13][CH2:14][CH2:15][C:16]=3[CH:17]=2)=[O:34])[CH:27]=[CH:28][CH:29]=[CH:30][CH:31]=1. The yield is 0.550. (8) The reactants are [CH2:1]([C@H:3]1[C@@H:7]([C:8]([NH:10][NH:11][C:12]2[N:13]=[C:14]3[CH:20]=[CH:19][N:18]([S:21]([C:24]4[CH:30]=[CH:29][C:27]([CH3:28])=[CH:26][CH:25]=4)(=[O:23])=[O:22])[C:15]3=[N:16][CH:17]=2)=O)[CH2:6][C@@H:5]([NH:31][C:32](=[O:34])[CH3:33])[CH2:4]1)[CH3:2].S(Cl)(Cl)=O.C([O-])(O)=O.[Na+].CCOC(C)=O. The catalyst is O1CCOCC1. The product is [CH2:1]([C@H:3]1[C@@H:7]([C:8]2[N:13]3[C:14]4[CH:20]=[CH:19][N:18]([S:21]([C:24]5[CH:30]=[CH:29][C:27]([CH3:28])=[CH:26][CH:25]=5)(=[O:22])=[O:23])[C:15]=4[N:16]=[CH:17][C:12]3=[N:11][N:10]=2)[CH2:6][C@@H:5]([NH:31][C:32](=[O:34])[CH3:33])[CH2:4]1)[CH3:2]. The yield is 0.660. (9) The reactants are C1C(=O)N([Br:8])C(=O)C1.[CH3:9][N:10]1[C:14]([C:15]2[CH:16]=[C:17]([C:20]([O:22][CH3:23])=[O:21])[S:18][CH:19]=2)=[CH:13][CH:12]=[N:11]1. The catalyst is O1CCCC1. The product is [Br:8][C:13]1[CH:12]=[N:11][N:10]([CH3:9])[C:14]=1[C:15]1[CH:16]=[C:17]([C:20]([O:22][CH3:23])=[O:21])[S:18][CH:19]=1. The yield is 0.830. (10) The reactants are ON1C2C=CC=CC=2N=N1.Cl.[CH3:12][N:13](C)[CH2:14]CCN=C=NCC.[CH2:23]([C:26]1[C:35]2[O:34][CH2:33][C:32]3=[C:36]([C:39]([OH:41])=O)[N:37]=[CH:38][N:31]3[C:30]=2[CH:29]=[CH:28][CH:27]=1)[CH:24]=[CH2:25].CNC. The catalyst is C1COCC1.CN(C=O)C.C(Cl)Cl. The product is [CH3:12][N:13]([CH3:14])[C:39]([C:36]1[N:37]=[CH:38][N:31]2[C:30]3[CH:29]=[CH:28][CH:27]=[C:26]([CH2:23][CH:24]=[CH2:25])[C:35]=3[O:34][CH2:33][C:32]=12)=[O:41]. The yield is 0.410.